Dataset: Experimentally validated miRNA-target interactions with 360,000+ pairs, plus equal number of negative samples. Task: Binary Classification. Given a miRNA mature sequence and a target amino acid sequence, predict their likelihood of interaction. (1) The miRNA is hsa-miR-877-3p with sequence UCCUCUUCUCCCUCCUCCCAG. The protein sequence of the target gene is MTHQSHAYHMVKPSPWPLTGALSALLMTSGLAMWFHFHSMTLLMLGLLTNTLTMYQWWRDVTRESTYQGHHTPPVQKGLRYGMILFITSEVFFFAGFFWAFYHSSLAPTPQLGGHWPPTGITPLNPLEVPLLNTSVLLASGVSITWAHHSLMENNRNQMIQALLITILLGLYFTLLQASEYFESPFTISDGIYGSTFFVATGFHGLHVIIGSTFLTICFIRQLMFHFTSKHHFGFEAAAWYWHFVDVVWLFLYVSIYWWGS. Result: 0 (no interaction). (2) The miRNA is rno-miR-485-5p with sequence AGAGGCUGGCCGUGAUGAAUUC. Result: 0 (no interaction). The protein sequence of the target gene is MTPSISWGLLLLAGLCCLVPSFLAEDVQETDTSQKDQSPASHEIATNLGDFAISLYRELVHQSNTSNIFFSPVSIATAFAMLSLGSKGDTHTQILEGLQFNLTQTSEADIHKSFQHLLQTLNRPDSELQLSTGNGLFVNNDLKLVEKFLEEAKNHYQAEVFSVNFAESEEAKKVINDFVEKGTQGKIAEAVKKLDQDTVFALANYILFKGKWKKPFDPENTEEAEFHVDESTTVKVPMMTLSGMLHVHHCSTLSSWVLLMDYAGNATAVFLLPDDGKMQHLEQTLSKELISKFLLNRRRR.... (3) The miRNA is hsa-miR-3613-5p with sequence UGUUGUACUUUUUUUUUUGUUC. The protein sequence of the target gene is MKKEGSSGSFRLQPNTGSLSRAVSWINFSSLSRQTKRLFRSDGELSVCGQQVEVDDENWIYRAQPRKAVSNLDEESRWTVHYTAPWHQQENVFLPTTRPPCVEDLHRQAKLNLKSVLRECDKLRHDGYRSSQYYSQGPTFAANASPFCDDYQDEDEETDQKCSLSSSEEERFISIRRPKTPASSDFSDLNTQTNWTKSLPLPTPEEKMRQQAQTVQADVVPINITASGTGQDDADGHSVYTPDHYSTLGRFNSCRSAGQRSETRDSSCQTEDVKVVPPSMRRIRAQKGQGIAAQMGHFSG.... Result: 1 (interaction).